From a dataset of Full USPTO retrosynthesis dataset with 1.9M reactions from patents (1976-2016). Predict the reactants needed to synthesize the given product. (1) Given the product [OH:31][C@@H:32]([CH2:55][OH:56])[CH2:33][O:34][NH:35][C:36](=[O:54])[C:37]1[CH:42]=[CH:41][C:40]([F:43])=[C:39]([F:44])[C:38]=1[NH:45][C:46]1[CH:51]=[CH:50][C:49]([I:52])=[CH:48][C:47]=1[F:53], predict the reactants needed to synthesize it. The reactants are: CC1(C)O[C@H](CON)CO1.FC1C(NC2C=CC(I)=CC=2F)=C(C=CC=1F)C(O)=O.[OH:31][C@H:32]([CH2:55][OH:56])[CH2:33][O:34][NH:35][C:36](=[O:54])[C:37]1[CH:42]=[CH:41][C:40]([F:43])=[C:39]([F:44])[C:38]=1[NH:45][C:46]1[CH:51]=[CH:50][C:49]([I:52])=[CH:48][C:47]=1[F:53]. (2) Given the product [NH2:33][C:29]1[CH:28]=[C:27]([S:24]([NH:23][C:14]2[C:13]([NH:12][C:5]3[CH:4]=[C:3]([O:2][CH3:1])[CH:8]=[C:7]([NH2:9])[CH:6]=3)=[N:22][C:21]3[C:16](=[CH:17][CH:18]=[CH:19][CH:20]=3)[N:15]=2)(=[O:26])=[O:25])[CH:32]=[CH:31][CH:30]=1, predict the reactants needed to synthesize it. The reactants are: [CH3:1][O:2][C:3]1[CH:4]=[C:5]([NH:12][C:13]2[C:14]([NH:23][S:24]([C:27]3[CH:32]=[CH:31][CH:30]=[C:29]([N+:33]([O-])=O)[CH:28]=3)(=[O:26])=[O:25])=[N:15][C:16]3[C:21]([N:22]=2)=[CH:20][CH:19]=[CH:18][CH:17]=3)[CH:6]=[C:7]([N+:9]([O-])=O)[CH:8]=1.CCO.C(O)=O.C([O-])=O.[K+]. (3) Given the product [Br:14][C:15]1[CH:16]=[N:13][C:11]2[N:10]([N:9]=[C:8]([C:5]3[CH:4]=[CH:3][C:2]([F:1])=[CH:7][CH:6]=3)[CH:12]=2)[CH:18]=1, predict the reactants needed to synthesize it. The reactants are: [F:1][C:2]1[CH:7]=[CH:6][C:5]([C:8]2[CH:12]=[C:11]([NH2:13])[NH:10][N:9]=2)=[CH:4][CH:3]=1.[Br:14][CH:15]([CH:18]=O)[CH:16]=O.O.C1(C)C=CC(S(O)(=O)=O)=CC=1. (4) Given the product [Cl:37][C:10]1[CH:11]=[C:12]([C:13]2[CH:18]=[CH:17][C:16]([F:19])=[CH:15][CH:14]=2)[N:7]2[N:6]=[C:5]([CH2:4][O:3][CH2:1][CH3:2])[C:21]([C:22]3[CH:27]=[CH:26][C:25]([CH3:28])=[CH:24][CH:23]=3)=[C:8]2[N:9]=1, predict the reactants needed to synthesize it. The reactants are: [CH2:1]([O:3][CH2:4][C:5]1[C:21]([C:22]2[CH:27]=[CH:26][C:25]([CH3:28])=[CH:24][CH:23]=2)=[C:8]2[NH:9][C:10](=O)[CH:11]=[C:12]([C:13]3[CH:18]=[CH:17][C:16]([F:19])=[CH:15][CH:14]=3)[N:7]2[N:6]=1)[CH3:2].N1C=CC=CC=1.O=P(Cl)(Cl)[Cl:37]. (5) Given the product [C:8]([C:4]1[N:3]=[C:2]([NH:1][C:20](=[O:21])[CH:18]([N:17]([CH3:23])[C:10](=[O:11])[O:12][C:13]([CH3:14])([CH3:16])[CH3:15])[CH3:19])[CH:7]=[CH:6][CH:5]=1)#[CH:9], predict the reactants needed to synthesize it. The reactants are: [NH2:1][C:2]1[CH:7]=[CH:6][CH:5]=[C:4]([C:8]#[CH:9])[N:3]=1.[C:10]([N:17]([CH3:23])[C@H:18]([C:20](O)=[O:21])[CH3:19])([O:12][C:13]([CH3:16])([CH3:15])[CH3:14])=[O:11].F[P-](F)(F)(F)(F)F.N1(OC(N(C)C)=[N+](C)C)C2N=CC=CC=2N=N1.C(N(CC)C(C)C)(C)C.C(=O)([O-])O.[Na+]. (6) Given the product [CH2:7]([OH:8])[CH3:2].[Cl:1][C:2]1[CH:3]=[C:4]([C:12]2[O:16][N:15]=[C:14]([C:17]3[CH:18]=[CH:19][C:20]([NH:23][C@H:24]4[CH2:28][CH2:27][C@@H:26]([C:29]([OH:31])=[O:30])[CH2:25]4)=[CH:21][CH:22]=3)[N:13]=2)[CH:5]=[N:6][C:7]=1[O:8][CH:9]([CH3:10])[CH3:11], predict the reactants needed to synthesize it. The reactants are: [Cl:1][C:2]1[CH:3]=[C:4]([C:12]2[O:16][N:15]=[C:14]([C:17]3[CH:22]=[CH:21][C:20]([NH:23][C@H:24]4[CH2:28][CH2:27][C@@H:26]([C:29]([OH:31])=[O:30])[CH2:25]4)=[CH:19][CH:18]=3)[N:13]=2)[CH:5]=[N:6][C:7]=1[O:8][CH:9]([CH3:11])[CH3:10]. (7) Given the product [C:1]([O:5][C:6]([NH:8][C:9]1[C:17]2[C:12](=[N:13][C:14]([C:39]3[CH:44]=[CH:43][C:42]([O:45][CH3:46])=[CH:41][C:40]=3[F:47])=[C:15]([C:37]#[N:38])[C:16]=2[C:18]2[CH:19]=[CH:20][C:21]([N:24]3[CH2:29][CH2:28][N:27]([C:30]([O:32][C:33]([CH3:36])([CH3:35])[CH3:34])=[O:31])[CH2:26][CH2:25]3)=[CH:22][CH:23]=2)[NH:11][N:10]=1)=[O:7])([CH3:2])([CH3:3])[CH3:4], predict the reactants needed to synthesize it. The reactants are: [C:1]([O:5][C:6]([NH:8][C:9]1[C:17]2[CH:16]([C:18]3[CH:23]=[CH:22][C:21]([N:24]4[CH2:29][CH2:28][N:27]([C:30]([O:32][C:33]([CH3:36])([CH3:35])[CH3:34])=[O:31])[CH2:26][CH2:25]4)=[CH:20][CH:19]=3)[C:15]([C:37]#[N:38])=[C:14]([C:39]3[CH:44]=[CH:43][C:42]([O:45][CH3:46])=[CH:41][C:40]=3[F:47])[NH:13][C:12]=2[NH:11][N:10]=1)=[O:7])([CH3:4])([CH3:3])[CH3:2].